From a dataset of Catalyst prediction with 721,799 reactions and 888 catalyst types from USPTO. Predict which catalyst facilitates the given reaction. (1) Reactant: [Cl:1][C:2]1[CH:23]=[C:22]([Cl:24])[CH:21]=[CH:20][C:3]=1[CH2:4][NH:5][C:6]1[CH:15]=[C:14]([C:16]([O:18][CH3:19])=[O:17])[CH:13]=[CH:12][C:7]=1[C:8]([O:10][CH3:11])=[O:9].CN(C)C1C=CC=CC=1.[C:34](Cl)(=[O:36])[CH3:35].Cl. Product: [C:34]([N:5]([CH2:4][C:3]1[CH:20]=[CH:21][C:22]([Cl:24])=[CH:23][C:2]=1[Cl:1])[C:6]1[CH:15]=[C:14]([C:16]([O:18][CH3:19])=[O:17])[CH:13]=[CH:12][C:7]=1[C:8]([O:10][CH3:11])=[O:9])(=[O:36])[CH3:35]. The catalyst class is: 11. (2) Reactant: Cl[C:2]1[CH:7]=[C:6]([Cl:8])[N:5]=[C:4]([NH2:9])[N:3]=1.[NH2:10][C:11]1[CH:18]=[CH:17][C:14]([CH2:15][OH:16])=[CH:13][CH:12]=1.C(N(CC)C(C)C)(C)C.Cl. Product: [NH2:9][C:4]1[N:3]=[C:2]([NH:10][C:11]2[CH:18]=[CH:17][C:14]([CH2:15][OH:16])=[CH:13][CH:12]=2)[CH:7]=[C:6]([Cl:8])[N:5]=1. The catalyst class is: 8. (3) Reactant: [NH2:1][C:2]1[CH:6]=[CH:5]NN=1.[CH3:7][C:8]1[CH:17]=[CH:16][CH:15]=[CH:14][C:9]=1[C:10]([O:12]C)=O.[H-].[Na+].C(#N)CC. Product: [CH3:5][CH:6]([C:10](=[O:12])[C:9]1[CH:14]=[CH:15][CH:16]=[CH:17][C:8]=1[CH3:7])[C:2]#[N:1]. The catalyst class is: 93. (4) Reactant: [N:1]([C:4]1[CH:9]=[CH:8][C:7]([CH:10]=[CH:11][C:12]2[CH:17]=[CH:16][N:15]=[CH:14][CH:13]=2)=[CH:6][CH:5]=1)=[N+:2]=[N-:3].[I:18][CH3:19]. Product: [I-:18].[N:1]([C:4]1[CH:5]=[CH:6][C:7]([CH:10]=[CH:11][C:12]2[CH:13]=[CH:14][N+:15]([CH3:19])=[CH:16][CH:17]=2)=[CH:8][CH:9]=1)=[N+:2]=[N-:3]. The catalyst class is: 10. (5) Reactant: [NH2:1][C@H:2]([C:7]1[CH:12]=[CH:11][CH:10]=[CH:9][CH:8]=1)[CH2:3][C:4]([OH:6])=[O:5].[OH-].[Na+].[N+:15]([C:18]1[CH:19]=[C:20]([CH:42]=[C:43]([N+:45]([O-:47])=[O:46])[CH:44]=1)[C:21]([NH:23][C@H:24]([C:36]1[CH:41]=[CH:40][CH:39]=[CH:38][CH:37]=1)[CH2:25][C:26](ON1C(=O)CCC1=O)=[O:27])=[O:22])([O-:17])=[O:16].Cl. The catalyst class is: 132. Product: [N+:15]([C:18]1[CH:19]=[C:20]([CH:42]=[C:43]([N+:45]([O-:47])=[O:46])[CH:44]=1)[C:21]([NH:23][C@H:24]([C:36]1[CH:41]=[CH:40][CH:39]=[CH:38][CH:37]=1)[CH2:25][C:26]([NH:1][C@H:2]([C:7]1[CH:12]=[CH:11][CH:10]=[CH:9][CH:8]=1)[CH2:3][C:4]([OH:6])=[O:5])=[O:27])=[O:22])([O-:17])=[O:16].